From a dataset of Reaction yield outcomes from USPTO patents with 853,638 reactions. Predict the reaction yield, written as a fraction of the theoretical maximum amount of product (1.0 means a 100% yield; for example, 0.34 means a 34% yield). (1) The reactants are [F:1][C:2]1[C:3]([C:33]([F:36])([F:35])[F:34])=[C:4]([CH:9]2[CH2:14][CH2:13][N:12]([C:15]([C:17]3[C:21]4[CH2:22][N:23](C(OC(C)(C)C)=O)[CH2:24][CH2:25][C:20]=4[NH:19][N:18]=3)=[O:16])[CH2:11][CH2:10]2)[CH:5]=[CH:6][C:7]=1[F:8].[C:37]([OH:43])([C:39]([F:42])([F:41])[F:40])=[O:38]. The catalyst is C(Cl)Cl. The product is [F:40][C:39]([F:42])([F:41])[C:37]([OH:43])=[O:38].[F:1][C:2]1[C:3]([C:33]([F:34])([F:35])[F:36])=[C:4]([CH:9]2[CH2:10][CH2:11][N:12]([C:15]([C:17]3[C:21]4[CH2:22][NH:23][CH2:24][CH2:25][C:20]=4[NH:19][N:18]=3)=[O:16])[CH2:13][CH2:14]2)[CH:5]=[CH:6][C:7]=1[F:8]. The yield is 0.950. (2) The reactants are C[O:2][C:3](=[O:34])[CH:4]([C:10]1[CH:15]=[C:14](B2OC(C)(C)C(C)(C)O2)[C:13]([O:25]COCCOC)=[C:12]([CH:32]=O)[CH:11]=1)[CH2:5][C:6]([O:8]C)=[O:7].Br[C:36]1[CH:37]=[C:38]([CH:41]=[CH:42][C:43]=1[O:44]COCCOC)[C:39]#[N:40].Cl.[NH2:52][C:53]1[CH:54]=[C:55]([CH:59]=[CH:60][C:61]=1[NH2:62])[C:56]([NH2:58])=[NH:57].Cl. The catalyst is C1C=CC([P]([Pd]([P](C2C=CC=CC=2)(C2C=CC=CC=2)C2C=CC=CC=2)([P](C2C=CC=CC=2)(C2C=CC=CC=2)C2C=CC=CC=2)[P](C2C=CC=CC=2)(C2C=CC=CC=2)C2C=CC=CC=2)(C2C=CC=CC=2)C2C=CC=CC=2)=CC=1.C([O-])([O-])=O.[Na+].[Na+]. The product is [C:56]([C:55]1[CH:59]=[CH:60][C:61]2[NH:62][C:32]([C:12]3[CH:11]=[C:10]([CH:4]([CH2:5][C:6]([OH:8])=[O:7])[C:3]([OH:2])=[O:34])[CH:15]=[C:14]([C:36]4[CH:37]=[C:38]([C:39]#[N:40])[CH:41]=[CH:42][C:43]=4[OH:44])[C:13]=3[OH:25])=[N:52][C:53]=2[CH:54]=1)(=[NH:57])[NH2:58]. The yield is 0.0900. (3) The reactants are [Cl:1][C:2]1[CH:3]=[C:4]([CH:8]([C:20]2[CH:24]=[C:23]([CH:25]3[O:29][CH2:28][CH2:27][O:26]3)[S:22][CH:21]=2)[N:9]2C(=O)C3C(=CC=CC=3)C2=O)[CH:5]=[CH:6][CH:7]=1.CO.O.NN. The catalyst is O. The product is [Cl:1][C:2]1[CH:3]=[C:4]([CH:8]([C:20]2[CH:24]=[C:23]([CH:25]3[O:29][CH2:28][CH2:27][O:26]3)[S:22][CH:21]=2)[NH2:9])[CH:5]=[CH:6][CH:7]=1. The yield is 0.320.